This data is from Reaction yield outcomes from USPTO patents with 853,638 reactions. The task is: Predict the reaction yield, written as a fraction of the theoretical maximum amount of product (1.0 means a 100% yield; for example, 0.34 means a 34% yield). (1) The reactants are [CH:1]([C:3]1[CH:28]=[CH:27][C:6]([C:7]([NH:9][C:10]2[S:11][C:12]3[C:18]([C:19]4[CH:24]=[CH:23][CH:22]=[CH:21][CH:20]=4)=[CH:17][CH:16]=[C:15]([O:25][CH3:26])[C:13]=3[N:14]=2)=[O:8])=[CH:5][CH:4]=1)=[O:2].[BH4-].[Na+].O.Cl. The catalyst is C1COCC1. The product is [OH:2][CH2:1][C:3]1[CH:28]=[CH:27][C:6]([C:7]([NH:9][C:10]2[S:11][C:12]3[C:18]([C:19]4[CH:24]=[CH:23][CH:22]=[CH:21][CH:20]=4)=[CH:17][CH:16]=[C:15]([O:25][CH3:26])[C:13]=3[N:14]=2)=[O:8])=[CH:5][CH:4]=1. The yield is 0.770. (2) The yield is 0.310. The catalyst is O1CCOCC1.C1C=CC([P]([Pd]([P](C2C=CC=CC=2)(C2C=CC=CC=2)C2C=CC=CC=2)([P](C2C=CC=CC=2)(C2C=CC=CC=2)C2C=CC=CC=2)[P](C2C=CC=CC=2)(C2C=CC=CC=2)C2C=CC=CC=2)(C2C=CC=CC=2)C2C=CC=CC=2)=CC=1.S1C=CC=C1C([O-])=O.[Cu+]. The product is [CH3:1][N:2]1[C:10]([CH2:11][N:12]2[CH2:13][CH2:14][CH:15]([C:18]([OH:21])([CH3:19])[CH3:20])[CH2:16][CH2:17]2)=[N:9][C:8]2[C:3]1=[N:4][C:5]([C:42]1[N:47]3[CH:48]=[C:49]([CH3:51])[N:50]=[C:46]3[CH:45]=[CH:44][CH:43]=1)=[N:6][C:7]=2[N:22]1[CH2:27][CH2:26][O:25][CH2:24][CH2:23]1. The reactants are [CH3:1][N:2]1[C:10]([CH2:11][N:12]2[CH2:17][CH2:16][CH:15]([C:18]([OH:21])([CH3:20])[CH3:19])[CH2:14][CH2:13]2)=[N:9][C:8]2[C:3]1=[N:4][C:5]([Sn](CCCC)(CCCC)CCCC)=[N:6][C:7]=2[N:22]1[CH2:27][CH2:26][O:25][CH2:24][CH2:23]1.Br[C:42]1[N:47]2[CH:48]=[C:49]([CH3:51])[N:50]=[C:46]2[CH:45]=[CH:44][CH:43]=1. (3) The yield is 0.300. The product is [CH3:10][N:5]1[CH:6]=[CH:7][C:8]2[O:9][CH:12]=[N:2][C:3]=2[C:4]1=[O:11]. The reactants are Cl.[NH2:2][C:3]1[C:4](=[O:11])[N:5]([CH3:10])[CH:6]=[CH:7][C:8]=1[OH:9].[CH:12](OCC)(OCC)OCC. No catalyst specified. (4) The reactants are [F:1][C:2]1[CH:7]=[CH:6][CH:5]=[C:4](/[CH:8]=[CH:9]/[C:10]2[CH:15]=[CH:14][C:13]([N+:16]([O-])=O)=[CH:12][CH:11]=2)[CH:3]=1. The catalyst is C(OCC)(=O)C.[Pt]. The product is [F:1][C:2]1[CH:3]=[C:4](/[CH:8]=[CH:9]/[C:10]2[CH:11]=[CH:12][C:13]([NH2:16])=[CH:14][CH:15]=2)[CH:5]=[CH:6][CH:7]=1. The yield is 0.625. (5) The reactants are [Si:1](Cl)([C:4]([CH3:7])([CH3:6])[CH3:5])([CH3:3])[CH3:2].[CH2:9]([OH:13])[C@H:10]([OH:12])[CH3:11].C(N(C(C)C)CC)(C)C. The catalyst is C(Cl)Cl.C(OCC)C.O. The product is [CH3:5][C:4]([Si:1]([CH3:3])([CH3:2])[O:13][CH2:9][C@H:10]([OH:12])[CH3:11])([CH3:7])[CH3:6]. The yield is 0.800. (6) The reactants are [CH3:1][O:2][C:3](=[O:13])[CH2:4][C:5]1[CH:10]=[CH:9][C:8]([S:11][CH3:12])=[CH:7][CH:6]=1.[Br:14]Br. The catalyst is C(Cl)(Cl)(Cl)Cl. The product is [CH3:1][O:2][C:3](=[O:13])[CH2:4][C:5]1[CH:10]=[CH:9][C:8]([S:11][CH3:12])=[C:7]([Br:14])[CH:6]=1. The yield is 0.840. (7) The reactants are [OH:1][C:2]1([C:19]2[CH:20]=[C:21]3[C:25](=[CH:26][CH:27]=2)[N:24](COCC[Si](C)(C)C)[CH:23]=[CH:22]3)[C:10]2[C:5](=[CH:6][CH:7]=[CH:8][CH:9]=2)[C:4](=[O:11])[N:3]1[CH2:12][C:13]1[CH:18]=[CH:17][CH:16]=[CH:15][CH:14]=1.O1CCCC1.C(N)CN. The catalyst is [F-].C([N+](CCCC)(CCCC)CCCC)CCC.C(OCC)(=O)C.C(=O)(O)[O-].[Na+]. The product is [OH:1][C:2]1([C:19]2[CH:20]=[C:21]3[C:25](=[CH:26][CH:27]=2)[NH:24][CH:23]=[CH:22]3)[C:10]2[C:5](=[CH:6][CH:7]=[CH:8][CH:9]=2)[C:4](=[O:11])[N:3]1[CH2:12][C:13]1[CH:14]=[CH:15][CH:16]=[CH:17][CH:18]=1. The yield is 0.0400.